The task is: Predict the product of the given reaction.. This data is from Forward reaction prediction with 1.9M reactions from USPTO patents (1976-2016). (1) Given the reactants [CH3:1][C:2]1[CH:28]=[CH:27][C:5]([NH:6][C:7]2[CH:15]=[C:14]([C:16]([OH:18])=O)[C:13]([NH:19][C:20]3[CH:25]=[CH:24][C:23]([CH3:26])=[CH:22][CH:21]=3)=[CH:12][C:8]=2[C:9](O)=[O:10])=[CH:4][CH:3]=1.P(=O)(O)(O)O.[OH-].[Na+], predict the reaction product. The product is: [CH3:1][C:2]1[CH:28]=[CH:27][C:5]2[NH:6][C:7]3[C:8]([C:9](=[O:10])[C:4]=2[CH:3]=1)=[CH:12][C:13]1[NH:19][C:20]2[CH:25]=[CH:24][C:23]([CH3:26])=[CH:22][C:21]=2[C:16](=[O:18])[C:14]=1[CH:15]=3. (2) Given the reactants [CH:1]12[CH2:10][CH:5]3[CH2:6][CH:7]([CH2:9][CH:3]([CH2:4]3)[CH:2]1[NH:11][C:12]([N:14]1[CH2:19][CH2:18][C:17]3([C:27]4[C:22](=[CH:23][CH:24]=[C:25]([Cl:28])[CH:26]=4)[CH:21]([CH2:29][C:30]([O:32]CC)=[O:31])[CH2:20]3)[CH2:16][CH2:15]1)=[O:13])[CH2:8]2.[Li+].[OH-], predict the reaction product. The product is: [CH:1]12[CH2:10][CH:5]3[CH2:6][CH:7]([CH2:9][CH:3]([CH2:4]3)[CH:2]1[NH:11][C:12]([N:14]1[CH2:19][CH2:18][C:17]3([C:27]4[C:22](=[CH:23][CH:24]=[C:25]([Cl:28])[CH:26]=4)[CH:21]([CH2:29][C:30]([OH:32])=[O:31])[CH2:20]3)[CH2:16][CH2:15]1)=[O:13])[CH2:8]2. (3) Given the reactants [C:1]([OH:10])(=[O:9])[C:2]1[C:3](=[CH:5][CH:6]=[CH:7][CH:8]=1)[NH2:4].[C:11](OC(=O)C)(=O)[CH3:12].C(=O)(O)[O-].[Na+], predict the reaction product. The product is: [CH3:11][C:12]1[O:9][C:1](=[O:10])[C:2]2[CH:8]=[CH:7][CH:6]=[CH:5][C:3]=2[N:4]=1. (4) Given the reactants C([O:3][C:4](=[O:37])[C:5]([C:8]1[CH:13]=[CH:12][C:11]([CH2:14][N:15]([CH2:25][C:26]2[CH:31]=[CH:30][CH:29]=[C:28]([O:32][CH2:33][C:34]([OH:36])=[O:35])[CH:27]=2)[S:16]([C:19]2[CH:20]=[N:21][CH:22]=[CH:23][CH:24]=2)(=[O:18])=[O:17])=[CH:10][CH:9]=1)([CH3:7])[CH3:6])C.O[Li].O, predict the reaction product. The product is: [C:34]([CH2:33][O:32][C:28]1[CH:27]=[C:26]([CH:31]=[CH:30][CH:29]=1)[CH2:25][N:15]([CH2:14][C:11]1[CH:12]=[CH:13][C:8]([C:5]([CH3:7])([CH3:6])[C:4]([OH:37])=[O:3])=[CH:9][CH:10]=1)[S:16]([C:19]1[CH:20]=[N:21][CH:22]=[CH:23][CH:24]=1)(=[O:18])=[O:17])([OH:36])=[O:35]. (5) Given the reactants C([O:3][C:4](=[O:49])[CH2:5][CH2:6][CH2:7][O:8][C:9]1[CH:14]=[CH:13][CH:12]=[C:11]([CH2:15][CH2:16][CH2:17][CH2:18][CH2:19][CH2:20][O:21][C:22]2[CH:23]=[C:24]([C:34]3[CH:39]=[CH:38][C:37]([F:40])=[C:36]([F:41])[CH:35]=3)[CH:25]=[C:26]([S:28]([CH2:31][CH2:32][CH3:33])(=[O:30])=[O:29])[CH:27]=2)[C:10]=1[CH2:42][CH2:43][C:44]([O:46]CC)=[O:45])C.[OH-].[Na+], predict the reaction product. The product is: [C:44]([CH2:43][CH2:42][C:10]1[C:11]([CH2:15][CH2:16][CH2:17][CH2:18][CH2:19][CH2:20][O:21][C:22]2[CH:23]=[C:24]([C:34]3[CH:39]=[CH:38][C:37]([F:40])=[C:36]([F:41])[CH:35]=3)[CH:25]=[C:26]([S:28]([CH2:31][CH2:32][CH3:33])(=[O:29])=[O:30])[CH:27]=2)=[CH:12][CH:13]=[CH:14][C:9]=1[O:8][CH2:7][CH2:6][CH2:5][C:4]([OH:49])=[O:3])([OH:46])=[O:45].